This data is from Reaction yield outcomes from USPTO patents with 853,638 reactions. The task is: Predict the reaction yield, written as a fraction of the theoretical maximum amount of product (1.0 means a 100% yield; for example, 0.34 means a 34% yield). The reactants are [C:1]([N:4]1[C:13]2[C:8](=[CH:9][C:10]([C:15]([OH:17])=O)=[C:11]([F:14])[CH:12]=2)[C@H:7]([NH:18][C:19]2[N:24]=[C:23]([CH3:25])[CH:22]=[CH:21][N:20]=2)[C@@H:6]([CH3:26])[C@@H:5]1[CH:27]1[CH2:29][CH2:28]1)(=[O:3])[CH3:2].C[N:31](C(ON1N=NC2C=CC=NC1=2)=[N+](C)C)C.F[P-](F)(F)(F)(F)F.CCN(C(C)C)C(C)C.[Cl-].[NH4+]. The catalyst is CN(C)C=O. The product is [C:1]([N:4]1[C:13]2[C:8](=[CH:9][C:10]([C:15]([NH2:31])=[O:17])=[C:11]([F:14])[CH:12]=2)[C@H:7]([NH:18][C:19]2[N:24]=[C:23]([CH3:25])[CH:22]=[CH:21][N:20]=2)[C@@H:6]([CH3:26])[C@@H:5]1[CH:27]1[CH2:28][CH2:29]1)(=[O:3])[CH3:2]. The yield is 0.770.